Task: Predict which catalyst facilitates the given reaction.. Dataset: Catalyst prediction with 721,799 reactions and 888 catalyst types from USPTO (1) Reactant: [N:1]1([C:7]([O:9][C:10]([CH3:13])([CH3:12])[CH3:11])=[O:8])[CH2:6][CH2:5][NH:4][CH2:3][CH2:2]1.[C:14]([N:17]1[C:26]2[C:21](=[CH:22][C:23](Br)=[CH:24][CH:25]=2)[C@H:20]([NH:28]C(=O)OCC2C=CC=CC=2)[C@@H:19]([CH3:39])[C@@H:18]1[CH:40]1CC1)(=[O:16])[CH3:15].C(N1C2C(=CC(Br)=CC=2)[C@H](NC(=O)OCC2C=CC=CC=2)[C@@H](C)[C@@H]1C)(=O)C.CN(C1C(C2C(P(C3CCCCC3)C3CCCCC3)=CC=CC=2)=CC=CC=1)C.CC(C)([O-])C.[Na+]. Product: [C:14]([N:17]1[C:26]2[C:21](=[CH:22][C:23]([N:4]3[CH2:5][CH2:6][N:1]([C:7]([O:9][C:10]([CH3:13])([CH3:12])[CH3:11])=[O:8])[CH2:2][CH2:3]3)=[CH:24][CH:25]=2)[C@H:20]([NH2:28])[C@@H:19]([CH3:39])[C@@H:18]1[CH3:40])(=[O:16])[CH3:15]. The catalyst class is: 62. (2) Reactant: C([O:3][C:4]([C:6]1([NH:15][S:16]([C:19]2[CH:24]=[C:23]([Cl:25])[CH:22]=[C:21]([Cl:26])[C:20]=2[O:27][CH2:28][CH:29]=[CH2:30])(=[O:18])=[O:17])[CH2:14][C:13]2[C:8](=[CH:9][CH:10]=[CH:11][CH:12]=2)[CH2:7]1)=[O:5])C.[OH-].[K+].O. Product: [CH2:28]([O:27][C:20]1[C:21]([Cl:26])=[CH:22][C:23]([Cl:25])=[CH:24][C:19]=1[S:16]([NH:15][C:6]1([C:4]([OH:5])=[O:3])[CH2:14][C:13]2[C:8](=[CH:9][CH:10]=[CH:11][CH:12]=2)[CH2:7]1)(=[O:18])=[O:17])[CH:29]=[CH2:30]. The catalyst class is: 14. (3) Reactant: Br[C:2]1[CH:7]=[C:6]([Cl:8])[CH:5]=[CH:4][C:3]=1[CH2:9][CH2:10][O:11][Si:12]([C:15]([CH3:18])([CH3:17])[CH3:16])([CH3:14])[CH3:13].C1C[O:22][CH2:21]C1.[Li]CCCC.CCCCCC.CN(C=O)C. Product: [Si:12]([O:11][CH2:10][CH2:9][C:3]1[CH:4]=[CH:5][C:6]([Cl:8])=[CH:7][C:2]=1[CH:21]=[O:22])([C:15]([CH3:18])([CH3:17])[CH3:16])([CH3:14])[CH3:13]. The catalyst class is: 6. (4) Reactant: [Cl:1][C:2]1[CH:28]=[CH:27][C:5]([CH2:6][NH:7][C:8]([C:10]2[C:11]([OH:26])=[C:12]3[CH:18]=[C:17]([CH2:19][N:20]4[CH2:25][CH2:24][O:23][CH2:22][CH2:21]4)[S:16][C:13]3=[N:14][CH:15]=2)=[O:9])=[CH:4][CH:3]=1.C(=O)([O-])[O-].[K+].[K+].[F:35][C:36]1[CH:37]=[C:38]([CH:41]=[CH:42][CH:43]=1)[CH2:39]Br.O. Product: [Cl:1][C:2]1[CH:28]=[CH:27][C:5]([CH2:6][NH:7][C:8]([C:10]2[C:11](=[O:26])[C:12]3[CH:18]=[C:17]([CH2:19][N:20]4[CH2:21][CH2:22][O:23][CH2:24][CH2:25]4)[S:16][C:13]=3[N:14]([CH2:39][C:38]3[CH:41]=[CH:42][CH:43]=[C:36]([F:35])[CH:37]=3)[CH:15]=2)=[O:9])=[CH:4][CH:3]=1. The catalyst class is: 3. (5) Reactant: [CH2:1]([O:8][C@H:9]1[C@H:14]([O:15][CH2:16][C:17]2[CH:22]=[CH:21][CH:20]=[CH:19][CH:18]=2)[C@@H:13]([O:23][CH2:24][C:25]2[CH:30]=[CH:29][CH:28]=[CH:27][CH:26]=2)[C@H:12]([C:31]2[CH:36]=[CH:35][C:34]([Cl:37])=[C:33]([CH2:38]Br)[CH:32]=2)[O:11][C@@H:10]1[CH2:40][O:41][CH2:42][C:43]1[CH:48]=[CH:47][CH:46]=[CH:45][CH:44]=1)[C:2]1[CH:7]=[CH:6][CH:5]=[CH:4][CH:3]=1.[CH2:49]1[C:57]2[C:52](=[CH:53][C:54](B3OC(C)(C)C(C)(C)O3)=[CH:55][CH:56]=2)[CH2:51][CH2:50]1.C([O-])([O-])=O.[Cs+].[Cs+]. Product: [CH2:1]([O:8][C@H:9]1[C@H:14]([O:15][CH2:16][C:17]2[CH:22]=[CH:21][CH:20]=[CH:19][CH:18]=2)[C@@H:13]([O:23][CH2:24][C:25]2[CH:30]=[CH:29][CH:28]=[CH:27][CH:26]=2)[C@H:12]([C:31]2[CH:36]=[CH:35][C:34]([Cl:37])=[C:33]([CH2:38][C:54]3[CH:53]=[C:52]4[C:57](=[CH:56][CH:55]=3)[CH2:49][CH2:50][CH2:51]4)[CH:32]=2)[O:11][C@@H:10]1[CH2:40][O:41][CH2:42][C:43]1[CH:48]=[CH:47][CH:46]=[CH:45][CH:44]=1)[C:2]1[CH:7]=[CH:6][CH:5]=[CH:4][CH:3]=1. The catalyst class is: 780. (6) Reactant: [CH2:1]([O:8][C:9]1[C:10]([O:32][CH3:33])=[CH:11][C:12]([C:26]2[N:30]=[C:29]([CH3:31])[O:28][N:27]=2)=[C:13]([C:15](=[O:25])[C:16]([NH:18][CH:19]2[CH2:24][CH2:23][CH2:22][CH2:21][CH2:20]2)=[O:17])[CH:14]=1)[C:2]1[CH:7]=[CH:6][CH:5]=[CH:4][CH:3]=1.[H-].[Na+].I[CH3:37].Cl. Product: [CH2:1]([O:8][C:9]1[C:10]([O:32][CH3:33])=[CH:11][C:12]([C:26]2[N:30]=[C:29]([CH3:31])[O:28][N:27]=2)=[C:13]([C:15](=[O:25])[C:16]([N:18]([CH:19]2[CH2:20][CH2:21][CH2:22][CH2:23][CH2:24]2)[CH3:37])=[O:17])[CH:14]=1)[C:2]1[CH:3]=[CH:4][CH:5]=[CH:6][CH:7]=1. The catalyst class is: 434. (7) Reactant: CN(CCN(C)C)C.[CH2:9]([O:11][C:12](=[O:21])[NH:13][C:14]1[CH:19]=[CH:18][CH:17]=[C:16]([F:20])[N:15]=1)[CH3:10].N#N.[Li]CCCC.[I:29]I. Product: [CH2:9]([O:11][C:12](=[O:21])[NH:13][C:14]1[C:19]([I:29])=[CH:18][CH:17]=[C:16]([F:20])[N:15]=1)[CH3:10]. The catalyst class is: 1. (8) The catalyst class is: 2. Reactant: [O:1]1[C:6]2[CH:7]=[CH:8][CH:9]=[CH:10][C:5]=2[NH:4][CH2:3][CH2:2]1.C(N(CC)CC)C.[CH2:18]([O:25][C:26]1[C:34]([CH3:35])=[CH:33][C:29]([C:30](Cl)=[O:31])=[CH:28][C:27]=1[CH3:36])[C:19]1[CH:24]=[CH:23][CH:22]=[CH:21][CH:20]=1. Product: [CH2:18]([O:25][C:26]1[C:27]([CH3:36])=[CH:28][C:29]([C:30]([N:4]2[C:5]3[CH:10]=[CH:9][CH:8]=[CH:7][C:6]=3[O:1][CH2:2][CH2:3]2)=[O:31])=[CH:33][C:34]=1[CH3:35])[C:19]1[CH:24]=[CH:23][CH:22]=[CH:21][CH:20]=1. (9) Reactant: [Cl:1][C:2]1[C:3]([O:11][CH2:12][C:13]#[N:14])=[C:4]([CH:7]=[C:8]([F:10])[CH:9]=1)[C:5]#[N:6].[OH-:15].[K+].O. Product: [NH2:6][C:5]1[C:4]2[CH:7]=[C:8]([F:10])[CH:9]=[C:2]([Cl:1])[C:3]=2[O:11][C:12]=1[C:13]([NH2:14])=[O:15]. The catalyst class is: 8. (10) Reactant: [Cl:1][C:2]1[N:11]=[CH:10][C:9]2[NH:8][CH2:7][CH:6]3[CH2:12][O:13][CH2:14][CH2:15][N:5]3[C:4]=2[N:3]=1.CC(C)([O-])C.[Na+].Br[CH2:23][C:24]1[CH:29]=[CH:28][C:27]([S:30]([CH3:33])(=[O:32])=[O:31])=[CH:26][C:25]=1[Cl:34]. Product: [Cl:1][C:2]1[N:11]=[CH:10][C:9]2[N:8]([CH2:23][C:24]3[CH:29]=[CH:28][C:27]([S:30]([CH3:33])(=[O:31])=[O:32])=[CH:26][C:25]=3[Cl:34])[CH2:7][CH:6]3[CH2:12][O:13][CH2:14][CH2:15][N:5]3[C:4]=2[N:3]=1. The catalyst class is: 148.